Dataset: Forward reaction prediction with 1.9M reactions from USPTO patents (1976-2016). Task: Predict the product of the given reaction. (1) Given the reactants [Cl-].[Al+3].[Cl-].[Cl-].C[O:6][C:7]1[CH:8]=[CH:9][C:10]2[N:14]3[CH2:15][CH2:16][CH2:17][C:18]4[CH:23]=[CH:22][CH:21]=[CH:20][C:19]=4[C:13]3=[C:12]([CH2:24][CH2:25][NH:26][C:27]([C:29]3[O:30][CH:31]=[CH:32][CH:33]=3)=[O:28])[C:11]=2[N:34]=1.O.C(=O)([O-])O.[Na+], predict the reaction product. The product is: [OH:6][C:7]1[CH:8]=[CH:9][C:10]2[N:14]3[CH2:15][CH2:16][CH2:17][C:18]4[CH:23]=[CH:22][CH:21]=[CH:20][C:19]=4[C:13]3=[C:12]([CH2:24][CH2:25][NH:26][C:27]([C:29]3[O:30][CH:31]=[CH:32][CH:33]=3)=[O:28])[C:11]=2[N:34]=1. (2) Given the reactants Br[CH2:2][CH2:3][CH2:4][CH2:5][CH2:6][CH2:7][C:8]1[C:14]2[CH:15]=[CH:16][C:17]([OH:19])=[CH:18][C:13]=2[CH2:12][CH2:11][CH2:10][C:9]=1[C:20]1[CH:25]=[CH:24][CH:23]=[C:22]([OH:26])[CH:21]=1.[CH3:27][NH:28][CH2:29][CH2:30][CH2:31][S:32]([CH2:35][CH2:36][CH2:37][C:38]([F:41])([F:40])[F:39])(=[O:34])=[O:33], predict the reaction product. The product is: [OH:26][C:22]1[CH:21]=[C:20]([C:9]2[CH2:10][CH2:11][CH2:12][C:13]3[CH:18]=[C:17]([OH:19])[CH:16]=[CH:15][C:14]=3[C:8]=2[CH2:7][CH2:6][CH2:5][CH2:4][CH2:3][CH2:2][N:28]([CH3:27])[CH2:29][CH2:30][CH2:31][S:32]([CH2:35][CH2:36][CH2:37][C:38]([F:41])([F:39])[F:40])(=[O:33])=[O:34])[CH:25]=[CH:24][CH:23]=1. (3) Given the reactants [H-].[Na+].[F:3][C:4]1[CH:9]=[CH:8][C:7]([SH:10])=[CH:6][CH:5]=1.[C:11]1([CH:17]([C:24]2[CH:29]=[CH:28][CH:27]=[CH:26][CH:25]=2)[N:18]2[CH2:23][C:20]3([O:22][CH2:21]3)[CH2:19]2)[CH:16]=[CH:15][CH:14]=[CH:13][CH:12]=1.O, predict the reaction product. The product is: [C:24]1([CH:17]([C:11]2[CH:12]=[CH:13][CH:14]=[CH:15][CH:16]=2)[N:18]2[CH2:23][C:20]([CH2:21][S:10][C:7]3[CH:8]=[CH:9][C:4]([F:3])=[CH:5][CH:6]=3)([OH:22])[CH2:19]2)[CH:25]=[CH:26][CH:27]=[CH:28][CH:29]=1. (4) Given the reactants I[C:2]1[CH:7]=[CH:6][CH:5]=[CH:4][C:3]=1[N+:8]([O-])=O.[NH:11]1[CH2:15][CH2:14][CH2:13][C:12]1=O.CNCCN.P([O-])([O-])([O-])=O.[K+].[K+].[K+], predict the reaction product. The product is: [CH2:15]1[N:11]2[C:2]3[CH:7]=[CH:6][CH:5]=[CH:4][C:3]=3[N:8]=[C:12]2[CH2:13][CH2:14]1. (5) The product is: [F:33][C:29]1[CH:28]=[C:27]2[C:32]([C:23]([NH:15][C:14]3[CH:13]=[C:12]([N:16]4[CH2:21][CH2:20][O:19][CH2:18][CH2:17]4)[N:11]=[CH:10][C:9]=3[C:6]3[CH:7]=[N:8][C:3]([O:2][CH3:1])=[CH:4][CH:5]=3)=[C:24]([CH3:40])[C:25]([C:34]3[CH:39]=[CH:38][CH:37]=[CH:36][N:35]=3)=[N:26]2)=[CH:31][CH:30]=1. Given the reactants [CH3:1][O:2][C:3]1[N:8]=[CH:7][C:6]([C:9]2[CH:10]=[N:11][C:12]([N:16]3[CH2:21][CH2:20][O:19][CH2:18][CH2:17]3)=[CH:13][C:14]=2[NH2:15])=[CH:5][CH:4]=1.Cl[C:23]1[C:32]2[C:27](=[CH:28][C:29]([F:33])=[CH:30][CH:31]=2)[N:26]=[C:25]([C:34]2[CH:39]=[CH:38][CH:37]=[CH:36][N:35]=2)[C:24]=1[CH3:40].C1(P(C2CCCCC2)C2C=CC=CC=2C2C(C(C)C)=CC(C(C)C)=CC=2C(C)C)CCCCC1.CC(C)([O-])C.[Na+], predict the reaction product.